Dataset: Reaction yield outcomes from USPTO patents with 853,638 reactions. Task: Predict the reaction yield, written as a fraction of the theoretical maximum amount of product (1.0 means a 100% yield; for example, 0.34 means a 34% yield). (1) The reactants are [CH2:1]([O:4][C:5]([N:7]1[CH2:11][C@H:10]([OH:12])[CH2:9][C@H:8]1[C:13](OC)=[O:14])=[O:6])[CH:2]=[CH2:3]. The catalyst is C1COCC1. The product is [CH2:1]([O:4][C:5]([N:7]1[CH2:11][C@H:10]([OH:12])[CH2:9][C@H:8]1[CH2:13][OH:14])=[O:6])[CH:2]=[CH2:3]. The yield is 0.990. (2) The reactants are C[O:2][C:3]1[C:8]2[NH:9][C:10]([C:12]3[S:13][CH:14]=[CH:15][CH:16]=3)=[N:11][C:7]=2[C:6]([C:17]([NH:19][C@H:20]2[CH2:25][CH2:24][CH2:23][N:22](C(OC(C)(C)C)=O)[CH2:21]2)=[O:18])=[CH:5][CH:4]=1.B(Br)(Br)Br. No catalyst specified. The product is [OH:2][C:3]1[C:8]2[NH:9][C:10]([C:12]3[S:13][CH:14]=[CH:15][CH:16]=3)=[N:11][C:7]=2[C:6]([C:17]([NH:19][C@H:20]2[CH2:25][CH2:24][CH2:23][NH:22][CH2:21]2)=[O:18])=[CH:5][CH:4]=1. The yield is 0.290. (3) The yield is 0.340. The product is [F:56][C:57]([F:61])([F:60])[CH2:58][O:59][C:2]1[CH:3]=[C:4]2[C:8](=[C:9]([Cl:11])[CH:10]=1)[C:7](=[O:12])[N:6]([CH2:13][C:14]1[CH:19]=[CH:18][C:17]([Cl:20])=[CH:16][CH:15]=1)[CH2:5]2. The catalyst is C1(C)C=CC=CC=1.C([O-])(=O)C.[Pd+2].C([O-])(=O)C. The reactants are Br[C:2]1[CH:3]=[C:4]2[C:8](=[C:9]([Cl:11])[CH:10]=1)[C:7](=[O:12])[N:6]([CH2:13][C:14]1[CH:19]=[CH:18][C:17]([Cl:20])=[CH:16][CH:15]=1)[CH2:5]2.C(P(C(C)(C)C)C1C=CC2C(=CC=CC=2)C=1C1C2C(=CC=CC=2)C=CC=1)(C)(C)C.C(=O)([O-])[O-].[Cs+].[Cs+].[F:56][C:57]([F:61])([F:60])[CH2:58][OH:59]. (4) The reactants are O1CCCCC1[N:7]1[C:15]2[C:10](=[CH:11][C:12]([C:16]3[N:20]=[CH:19][N:18](C(C4C=CC=CC=4)(C4C=CC=CC=4)C4C=CC=CC=4)[N:17]=3)=[CH:13][CH:14]=2)[C:9]([C:40]2[CH:41]=[C:42]([NH:46][C:47](=[O:57])[CH:48]([O:50][C:51]3[CH:56]=[CH:55][CH:54]=[CH:53][CH:52]=3)[CH3:49])[CH:43]=[CH:44][CH:45]=2)=[N:8]1. The catalyst is Cl.O1CCOCC1. The product is [NH:18]1[CH:19]=[N:20][C:16]([C:12]2[CH:11]=[C:10]3[C:15](=[CH:14][CH:13]=2)[NH:7][N:8]=[C:9]3[C:40]2[CH:41]=[C:42]([NH:46][C:47](=[O:57])[CH:48]([O:50][C:51]3[CH:52]=[CH:53][CH:54]=[CH:55][CH:56]=3)[CH3:49])[CH:43]=[CH:44][CH:45]=2)=[N:17]1. The yield is 0.590. (5) The reactants are CCN(C(C)C)C(C)C.[CH3:10][C:11]([Si:14]([CH3:38])([CH3:37])[O:15][CH2:16][C@@H:17]([O:19][C:20]1[CH:21]=[C:22]([CH:26]=[C:27]([O:29][CH2:30][C:31]2[CH:36]=[CH:35][CH:34]=[CH:33][CH:32]=2)[CH:28]=1)[C:23]([OH:25])=O)[CH3:18])([CH3:13])[CH3:12].CN(C(ON1N=NC2C=CC=NC1=2)=[N+](C)C)C.F[P-](F)(F)(F)(F)F.[CH3:63][CH:64]([N:66]1[CH:70]=[CH:69][C:68]([NH2:71])=[N:67]1)[CH3:65]. The yield is 0.650. The product is [CH3:12][C:11]([Si:14]([CH3:38])([CH3:37])[O:15][CH2:16][C@@H:17]([O:19][C:20]1[CH:21]=[C:22]([CH:26]=[C:27]([O:29][CH2:30][C:31]2[CH:32]=[CH:33][CH:34]=[CH:35][CH:36]=2)[CH:28]=1)[C:23]([NH:71][C:68]1[CH:69]=[CH:70][N:66]([CH:64]([CH3:65])[CH3:63])[N:67]=1)=[O:25])[CH3:18])([CH3:13])[CH3:10]. The catalyst is CN(C=O)C. (6) The reactants are [CH3:1][S:2][C:3]1[N:4]=[CH:5][C:6]2[CH:12]=[CH:11][C:10](=[O:13])[NH:9][C:7]=2[N:8]=1.[Br:14]N1C(=O)CCC1=O. The catalyst is CN(C)C=O. The product is [Br:14][C:11]1[C:10](=[O:13])[NH:9][C:7]2[N:8]=[C:3]([S:2][CH3:1])[N:4]=[CH:5][C:6]=2[CH:12]=1. The yield is 0.480. (7) The reactants are [C:1]([O:5][C:6](=[O:18])[NH:7][C@H:8]([C:11]1[CH:16]=[CH:15][CH:14]=[C:13]([Cl:17])[CH:12]=1)[CH2:9][NH2:10])([CH3:4])([CH3:3])[CH3:2].[C:19]1(=O)[CH2:24][CH2:23][CH2:22][CH2:21][CH2:20]1.[BH-](OC(C)=O)(OC(C)=O)OC(C)=O.[Na+]. The catalyst is ClCCl. The product is [C:1]([O:5][C:6](=[O:18])[NH:7][C@H:8]([C:11]1[CH:16]=[CH:15][CH:14]=[C:13]([Cl:17])[CH:12]=1)[CH2:9][NH:10][CH:19]1[CH2:24][CH2:23][CH2:22][CH2:21][CH2:20]1)([CH3:4])([CH3:2])[CH3:3]. The yield is 0.800.